From a dataset of Forward reaction prediction with 1.9M reactions from USPTO patents (1976-2016). Predict the product of the given reaction. (1) Given the reactants [CH2:1]([C:6]1[CH:7]=[C:8]2[C:13](=[C:14]([O:16][CH:17]3[CH2:22][CH2:21][NH:20][CH2:19][CH2:18]3)[CH:15]=1)[N:12]=[CH:11][CH:10]=[CH:9]2)[CH2:2][CH2:3][CH2:4][CH3:5].C(=O)([O-])[O-].[K+].[K+].Br[CH2:30][CH2:31][CH2:32][C:33]([O:35][CH2:36][CH3:37])=[O:34], predict the reaction product. The product is: [CH2:1]([C:6]1[CH:7]=[C:8]2[C:13](=[C:14]([O:16][CH:17]3[CH2:22][CH2:21][N:20]([CH2:30][CH2:31][CH2:32][C:33]([O:35][CH2:36][CH3:37])=[O:34])[CH2:19][CH2:18]3)[CH:15]=1)[N:12]=[CH:11][CH:10]=[CH:9]2)[CH2:2][CH2:3][CH2:4][CH3:5]. (2) Given the reactants [CH3:1][O:2][C:3]1[CH:4]=[C:5]([C:11]([C:17]2C=C[C:20]([O:23]C)=[C:19](OC)[CH:18]=2)=[CH:12][C:13](OC)=O)[CH:6]=[CH:7][C:8]=1[O:9][CH3:10].COC1C=C(C=CC=1OC)C(C1OC=CC=1)=O.C(OP(CC#[N:54])(=O)OCC)C.C[Si](C)(C)[N-][Si](C)(C)C.[Li+], predict the reaction product. The product is: [CH3:1][O:2][C:3]1[CH:4]=[C:5]([C:11]([C:17]2[O:23][CH:20]=[CH:19][CH:18]=2)=[CH:12][C:13]#[N:54])[CH:6]=[CH:7][C:8]=1[O:9][CH3:10]. (3) Given the reactants [CH2:1]([N:4]1[C:13](=[O:14])[CH:8]2[CH2:9][CH:10]=[CH:11][CH2:12][CH:7]2[C:5]1=[O:6])[CH:2]=[CH2:3].[Na].[OH:16]O, predict the reaction product. The product is: [O:16]1[CH:11]2[CH:10]1[CH2:9][CH:8]1[C:13](=[O:14])[N:4]([CH2:1][CH:2]=[CH2:3])[C:5](=[O:6])[CH:7]1[CH2:12]2. (4) Given the reactants [CH3:1][C:2]1([CH3:21])[CH2:20][N:6]2[C:7]3[CH:8]=[CH:9][C:10]([NH2:19])=[CH:11][C:12]=3[C:13]3([O:18][CH2:17][CH2:16][CH2:15][O:14]3)[C:5]2=[N:4][CH2:3]1.CCN(CC)CC.[C:29]1([S:35](Cl)(=[O:37])=[O:36])[CH:34]=[CH:33][CH:32]=[CH:31][CH:30]=1, predict the reaction product. The product is: [CH3:1][C:2]1([CH3:21])[CH2:20][N:6]2[C:7]3[CH:8]=[CH:9][C:10]([NH:19][S:35]([C:29]4[CH:34]=[CH:33][CH:32]=[CH:31][CH:30]=4)(=[O:37])=[O:36])=[CH:11][C:12]=3[C:13]3([O:18][CH2:17][CH2:16][CH2:15][O:14]3)[C:5]2=[N:4][CH2:3]1. (5) The product is: [C:16]([C:15]1[CH:18]=[C:11]([C:10]#[C:9][C:4]2[CH:5]=[CH:6][C:7]([F:8])=[C:2]([NH:1][C:29](=[O:25])[CH:28]([CH3:19])[CH3:27])[CH:3]=2)[CH:12]=[N:13][CH:14]=1)#[N:17]. Given the reactants [NH2:1][C:2]1[CH:3]=[C:4]([C:9]#[C:10][C:11]2[CH:12]=[N:13][CH:14]=[C:15]([CH:18]=2)[C:16]#[N:17])[CH:5]=[CH:6][C:7]=1[F:8].[C:19](OCC)(=O)C.[O:25]1[CH2:29][CH2:28][CH2:27]C1, predict the reaction product. (6) Given the reactants Cl[C:2]1[N:7]=[C:6]([C:8]2[C:16]3[C:11](=[CH:12][CH:13]=[CH:14][CH:15]=3)[NH:10][CH:9]=2)[C:5]([CH3:17])=[CH:4][N:3]=1.[NH2:18][C:19]1[CH:24]=[CH:23][C:22]([N:25]2[CH2:30][CH2:29][CH:28]([N:31]([CH3:33])[CH3:32])[CH2:27][CH2:26]2)=[CH:21][C:20]=1[O:34][CH3:35], predict the reaction product. The product is: [CH3:32][N:31]([CH3:33])[CH:28]1[CH2:27][CH2:26][N:25]([C:22]2[CH:23]=[CH:24][C:19]([NH:18][C:2]3[N:7]=[C:6]([C:8]4[C:16]5[C:11](=[CH:12][CH:13]=[CH:14][CH:15]=5)[NH:10][CH:9]=4)[C:5]([CH3:17])=[CH:4][N:3]=3)=[C:20]([O:34][CH3:35])[CH:21]=2)[CH2:30][CH2:29]1. (7) Given the reactants [Br:1][C:2]1[S:6][C:5]([C:7]([OH:9])=O)=[CH:4][CH:3]=1.[NH2:10][C:11]([CH3:29])([CH3:28])[C:12]([NH:14][C:15]1[CH:20]=[CH:19][C:18]([N:21]2[CH:25]([CH3:26])[CH2:24][CH2:23][CH:22]2[CH3:27])=[CH:17][CH:16]=1)=[O:13].CN(C(ON1N=NC2C=CC=CC1=2)=[N+](C)C)C.[B-](F)(F)(F)F.CN1CCOCC1, predict the reaction product. The product is: [CH3:26][CH:25]1[CH2:24][CH2:23][CH:22]([CH3:27])[N:21]1[C:18]1[CH:19]=[CH:20][C:15]([NH:14][C:12]([C:11]([NH:10][C:7]([C:5]2[S:6][C:2]([Br:1])=[CH:3][CH:4]=2)=[O:9])([CH3:28])[CH3:29])=[O:13])=[CH:16][CH:17]=1.